Dataset: Reaction yield outcomes from USPTO patents with 853,638 reactions. Task: Predict the reaction yield, written as a fraction of the theoretical maximum amount of product (1.0 means a 100% yield; for example, 0.34 means a 34% yield). The yield is 0.500. The reactants are [Cl:1][C:2]1[CH:10]=[C:9]2[C:5]([C:6]([C:11]3[N:12]=[C:13]4[C:19]([CH:20]=[O:21])=[CH:18][N:17]([CH2:22][O:23][CH2:24][CH2:25][Si:26]([CH3:29])([CH3:28])[CH3:27])[C:14]4=[N:15][CH:16]=3)=[N:7][NH:8]2)=[C:4]([F:30])[CH:3]=1.[H-].[Na+].I[CH3:34].O. The catalyst is CN(C=O)C.C(OCC)(=O)C. The product is [Cl:1][C:2]1[CH:10]=[C:9]2[C:5]([C:6]([C:11]3[N:12]=[C:13]4[C:19]([CH:20]=[O:21])=[CH:18][N:17]([CH2:22][O:23][CH2:24][CH2:25][Si:26]([CH3:27])([CH3:29])[CH3:28])[C:14]4=[N:15][CH:16]=3)=[N:7][N:8]2[CH3:34])=[C:4]([F:30])[CH:3]=1.